Task: Predict the product of the given reaction.. Dataset: Forward reaction prediction with 1.9M reactions from USPTO patents (1976-2016) (1) Given the reactants [Cl:1][C:2]1[CH:3]=[C:4]([C:10]2[C:11]([CH3:27])=[N:12][N:13]([CH2:16][C:17]3[N:22]=[CH:21][C:20]([C:23]([O:25]C)=[O:24])=[CH:19][CH:18]=3)[C:14]=2[CH3:15])[CH:5]=[CH:6][C:7]=1[C:8]#[N:9].[OH-].[Na+], predict the reaction product. The product is: [Cl:1][C:2]1[CH:3]=[C:4]([C:10]2[C:11]([CH3:27])=[N:12][N:13]([CH2:16][C:17]3[N:22]=[CH:21][C:20]([C:23]([OH:25])=[O:24])=[CH:19][CH:18]=3)[C:14]=2[CH3:15])[CH:5]=[CH:6][C:7]=1[C:8]#[N:9]. (2) Given the reactants [CH2:1]([O:3][C:4]1[CH:29]=[CH:28][C:7]([CH2:8][C:9]2[N:13]([CH2:14][CH2:15][N:16]([CH2:19][CH3:20])[CH2:17][CH3:18])[C:12]3[CH:21]=[CH:22][C:23]([N+:25]([O-])=O)=[CH:24][C:11]=3[N:10]=2)=[CH:6][CH:5]=1)[CH3:2].Br.C(S[C:39]([C:41]1[O:42][CH:43]=[CH:44][CH:45]=1)=[NH:40])C1C=CC=CC=1, predict the reaction product. The product is: [CH2:17]([N:16]([CH2:19][CH3:20])[CH2:15][CH2:14][N:13]1[C:12]2[CH:21]=[CH:22][C:23]([NH:25][C:39]([C:41]3[O:42][CH:43]=[CH:44][CH:45]=3)=[NH:40])=[CH:24][C:11]=2[N:10]=[C:9]1[CH2:8][C:7]1[CH:28]=[CH:29][C:4]([O:3][CH2:1][CH3:2])=[CH:5][CH:6]=1)[CH3:18].